This data is from Aqueous solubility values for 9,982 compounds from the AqSolDB database. The task is: Regression/Classification. Given a drug SMILES string, predict its absorption, distribution, metabolism, or excretion properties. Task type varies by dataset: regression for continuous measurements (e.g., permeability, clearance, half-life) or binary classification for categorical outcomes (e.g., BBB penetration, CYP inhibition). For this dataset (solubility_aqsoldb), we predict Y. (1) The compound is CCCN1C(=O)CCC(N2C(=O)c3ccccc3C2=O)C1=O. The Y is -3.72 log mol/L. (2) The compound is CC(=O)CCCC(C)CCCC(C)CCCC(C)C. The Y is -5.47 log mol/L. (3) The compound is O=C(Nc1ccc2c(O)c(N=Nc3ccccc3)c(S(=O)(=O)[O-])cc2c1)Nc1ccc2c(O)c(N=Nc3ccccc3)c(S(=O)(=O)[O-])cc2c1.[Na+].[Na+]. The Y is -1.89 log mol/L. (4) The Y is -5.19 log mol/L. The molecule is O=C1c2cccc(O)c2C(=O)c2c(O)cccc21. (5) The drug is COC(=O)C=C(C)C. The Y is -1.41 log mol/L. (6) The molecule is CCOC(=O)C(Cc1ccccc1)NC(C)=O. The Y is -1.86 log mol/L.